Dataset: Catalyst prediction with 721,799 reactions and 888 catalyst types from USPTO. Task: Predict which catalyst facilitates the given reaction. (1) Reactant: [F:1][C:2]1[C:7]([F:8])=[CH:6][CH:5]=[CH:4][C:3]=1[C:9](=[O:11])[CH3:10].[BH4-].[Na+]. Product: [F:1][C:2]1[C:7]([F:8])=[CH:6][CH:5]=[CH:4][C:3]=1[CH:9]([OH:11])[CH3:10]. The catalyst class is: 5. (2) Reactant: [CH2:1]([N:8]([CH3:41])[C:9](=[O:40])[C@@H:10]([NH:17][C:18]([C:20]1[N:21]([CH3:39])[C:22]2[C:27]([CH:28]=1)=[CH:26][C:25]([NH:29][C:30](=[O:38])[C:31]1[CH:36]=[CH:35][CH:34]=[CH:33][C:32]=1[OH:37])=[CH:24][CH:23]=2)=[O:19])[C:11]1[CH:16]=[CH:15][CH:14]=[CH:13][CH:12]=1)[C:2]1[CH:7]=[CH:6][CH:5]=[CH:4][CH:3]=1.[C:42]1(P([C:42]2[CH:47]=CC=[CH:44][CH:43]=2)[C:42]2[CH:47]=CC=[CH:44][CH:43]=2)[CH:47]=CC=[CH:44][CH:43]=1.CCOC(/N=N/C(OCC)=O)=O. Product: [CH2:1]([N:8]([CH3:41])[C:9](=[O:40])[C@@H:10]([NH:17][C:18]([C:20]1[N:21]([CH3:39])[C:22]2[C:27]([CH:28]=1)=[CH:26][C:25]([NH:29][C:30](=[O:38])[C:31]1[CH:36]=[CH:35][CH:34]=[CH:33][C:32]=1[O:37][CH2:47][CH2:42][CH2:43][CH3:44])=[CH:24][CH:23]=2)=[O:19])[C:11]1[CH:12]=[CH:13][CH:14]=[CH:15][CH:16]=1)[C:2]1[CH:7]=[CH:6][CH:5]=[CH:4][CH:3]=1. The catalyst class is: 1. (3) Reactant: [NH2:1][C:2]1[C:7]([F:8])=[C:6]([C:9]2[C:17]3[O:16][CH2:15][O:14][C:13]=3[CH:12]=[CH:11][CH:10]=2)[N:5]=[C:4]([C:18]([O:20]C)=[O:19])[C:3]=1[Cl:22].[OH-].[Na+].Cl. Product: [NH2:1][C:2]1[C:7]([F:8])=[C:6]([C:9]2[C:17]3[O:16][CH2:15][O:14][C:13]=3[CH:12]=[CH:11][CH:10]=2)[N:5]=[C:4]([C:18]([OH:20])=[O:19])[C:3]=1[Cl:22]. The catalyst class is: 5. (4) Reactant: [Br:1][C:2]1[CH:7]=[CH:6][C:5]([S:8](Cl)(=[O:10])=[O:9])=[CH:4][CH:3]=1.[NH2:12][C@@H:13]([C:17]([O:19][C:20]([CH3:23])([CH3:22])[CH3:21])=[O:18])[CH:14]([CH3:16])[CH3:15].CCN(C(C)C)C(C)C. Product: [C:20]([O:19][C:17](=[O:18])[CH:13]([NH:12][S:8]([C:5]1[CH:6]=[CH:7][C:2]([Br:1])=[CH:3][CH:4]=1)(=[O:10])=[O:9])[CH:14]([CH3:15])[CH3:16])([CH3:22])([CH3:21])[CH3:23]. The catalyst class is: 2. (5) Reactant: [OH:1][CH2:2][CH2:3][CH2:4][CH2:5][CH2:6][CH2:7][O:8][C:9]1[CH:14]=[CH:13][C:12]([C:15]2[CH:20]=[CH:19][C:18]([OH:21])=[CH:17][CH:16]=2)=[CH:11][CH:10]=1.C(=O)([O-])[O-].[K+].[K+].[CH2:28]([C:30]1([CH2:34]I)[CH2:33][O:32][CH2:31]1)[CH3:29].O. Product: [OH:1][CH2:2][CH2:3][CH2:4][CH2:5][CH2:6][CH2:7][O:8][C:9]1[CH:14]=[CH:13][C:12]([C:15]2[CH:20]=[CH:19][C:18]([O:21][CH2:34][C:30]3([CH2:28][CH3:29])[CH2:33][O:32][CH2:31]3)=[CH:17][CH:16]=2)=[CH:11][CH:10]=1. The catalyst class is: 9. (6) Reactant: [CH3:1][C:2]1[S:6][C:5]2[CH:7]=[C:8]3[C:13](=[C:14]([C:15]4[CH:20]=[C:19]([CH3:21])[C:18]([O:22][C:23](=[O:25])[CH3:24])=[C:17]([CH3:26])[CH:16]=4)[C:4]=2[C:3]=1[CH3:27])[CH:12]=[CH:11][CH:10]=[CH:9]3.[Br:28]Br. The catalyst class is: 2. Product: [Br:28][C:7]1[C:5]2[S:6][C:2]([CH3:1])=[C:3]([CH3:27])[C:4]=2[C:14]([C:15]2[CH:16]=[C:17]([CH3:26])[C:18]([O:22][C:23](=[O:25])[CH3:24])=[C:19]([CH3:21])[CH:20]=2)=[C:13]2[C:8]=1[CH:9]=[CH:10][CH:11]=[CH:12]2. (7) Reactant: [Cl:1][C:2]1[C:20]([Cl:21])=[CH:19][C:5]2[N:6]([C:9]3[S:13][C:12]([C:14]([O:16][CH3:17])=[O:15])=[C:11]([OH:18])[CH:10]=3)[CH:7]=[N:8][C:4]=2[CH:3]=1.C(=O)([O-])[O-].[K+].[K+].[CH3:28][C:29]1[CH:36]=[CH:35][CH:34]=[CH:33][C:30]=1[CH2:31]Br.C(OCC)(=O)C. Product: [Cl:1][C:2]1[C:20]([Cl:21])=[CH:19][C:5]2[N:6]([C:9]3[S:13][C:12]([C:14]([O:16][CH3:17])=[O:15])=[C:11]([O:18][CH2:28][C:29]4[CH:36]=[CH:35][CH:34]=[CH:33][C:30]=4[CH3:31])[CH:10]=3)[CH:7]=[N:8][C:4]=2[CH:3]=1. The catalyst class is: 35. (8) Reactant: [CH3:1][C:2]1[S:29][C:5]2[O:6][C:7]3[CH:27]=[C:26]([CH3:28])[CH:25]=[CH:24][C:8]=3[N:9]=[C:10]([N:11]3[CH2:16][CH2:15][N:14]([CH2:17][C:18]([CH3:23])([CH3:22])[C:19]([OH:21])=[O:20])[CH2:13][CH2:12]3)[C:4]=2[CH:3]=1.[ClH:30].O1CCOCC1. Product: [ClH:30].[ClH:30].[CH3:1][C:2]1[S:29][C:5]2[O:6][C:7]3[CH:27]=[C:26]([CH3:28])[CH:25]=[CH:24][C:8]=3[N:9]=[C:10]([N:11]3[CH2:16][CH2:15][N:14]([CH2:17][C:18]([CH3:23])([CH3:22])[C:19]([OH:21])=[O:20])[CH2:13][CH2:12]3)[C:4]=2[CH:3]=1. The catalyst class is: 32. (9) Reactant: C(OP([CH2:9][C:10]([O:12][CH3:13])=[O:11])(OCC)=O)C.[Li]CCCC.[CH3:19][C:20]([CH3:24])([CH3:23])[CH:21]=O.O. Product: [CH3:13][O:12][C:10](=[O:11])[CH:9]=[CH:19][C:20]([CH3:24])([CH3:23])[CH3:21]. The catalyst class is: 1. (10) Reactant: [Br:1][C:2]1[CH:3]=[CH:4][C:5]2[O:9][C:8](=[O:10])[NH:7][C:6]=2[CH:11]=1.CS(O[CH2:17][CH2:18][CH2:19][O:20][CH3:21])(=O)=O.C(=O)([O-])[O-].[K+].[K+].O. Product: [Br:1][C:2]1[CH:3]=[CH:4][C:5]2[O:9][C:8](=[O:10])[N:7]([CH2:17][CH2:18][CH2:19][O:20][CH3:21])[C:6]=2[CH:11]=1. The catalyst class is: 10.